Dataset: Full USPTO retrosynthesis dataset with 1.9M reactions from patents (1976-2016). Task: Predict the reactants needed to synthesize the given product. (1) Given the product [Cl:23][C:24]1[CH:31]=[CH:30][C:27]([CH2:28][N:20]2[CH2:21][CH2:22][C:5]3([O:4][C:3](=[O:2])[N:7]([C:8]4[CH:17]=[CH:16][C:11]([C:12]([O:14][CH3:15])=[O:13])=[CH:10][CH:9]=4)[CH2:6]3)[CH2:18][CH2:19]2)=[CH:26][C:25]=1[O:32][C:33]([F:34])([F:36])[F:35], predict the reactants needed to synthesize it. The reactants are: Cl.[O:2]=[C:3]1[N:7]([C:8]2[CH:17]=[CH:16][C:11]([C:12]([O:14][CH3:15])=[O:13])=[CH:10][CH:9]=2)[CH2:6][C:5]2([CH2:22][CH2:21][NH:20][CH2:19][CH2:18]2)[O:4]1.[Cl:23][C:24]1[CH:31]=[CH:30][C:27]([CH:28]=O)=[CH:26][C:25]=1[O:32][C:33]([F:36])([F:35])[F:34]. (2) Given the product [CH:1]1([O:6][C:7]2[CH:8]=[C:9]([CH:13]=[C:14]([O:16][CH2:17][C:18]3[CH:19]=[CH:20][CH:21]=[CH:22][CH:23]=3)[CH:15]=2)[C:10]([NH:30][C:27]2[CH:28]=[CH:29][N:25]([CH3:24])[N:26]=2)=[O:12])[CH2:2][CH2:3][CH2:4][CH2:5]1, predict the reactants needed to synthesize it. The reactants are: [CH:1]1([O:6][C:7]2[CH:8]=[C:9]([CH:13]=[C:14]([O:16][CH2:17][C:18]3[CH:23]=[CH:22][CH:21]=[CH:20][CH:19]=3)[CH:15]=2)[C:10]([OH:12])=O)[CH2:5][CH2:4][CH2:3][CH2:2]1.[CH3:24][N:25]1[CH:29]=[CH:28][C:27]([NH2:30])=[N:26]1.CN(C(ON1N=NC2C=CC=NC1=2)=[N+](C)C)C.F[P-](F)(F)(F)(F)F.CCN(C(C)C)C(C)C. (3) The reactants are: F[C:2](F)(F)C1C=C(C=CC=1)C=O.[CH3:13][CH:14]([CH3:33])[CH:15]([C:27]1[CH:32]=[CH:31][CH:30]=[CH:29][CH:28]=1)[C:16]([NH:18][C@@H:19]1[C@@H:26]2[C@@H:22]([CH2:23][NH:24][CH2:25]2)[CH2:21][CH2:20]1)=[O:17].[CH:34]1([CH:40]([CH:52]2[CH2:57][CH2:56][CH2:55][CH2:54][CH2:53]2)[C:41](N[C@@H]2[C@H]3[C@H](CNC3)CC2)=O)[CH2:39][CH2:38][CH2:37][CH2:36][CH2:35]1. Given the product [C:52]1([CH:40]([C:34]2[CH:35]=[CH:36][CH:37]=[CH:38][CH:39]=2)[CH2:41][CH2:2][N:24]2[CH2:25][C@@H:26]3[C@@H:19]([NH:18][C:16](=[O:17])[CH:15]([C:27]4[CH:28]=[CH:29][CH:30]=[CH:31][CH:32]=4)[CH:14]([CH3:33])[CH3:13])[CH2:20][CH2:21][C@@H:22]3[CH2:23]2)[CH:53]=[CH:54][CH:55]=[CH:56][CH:57]=1, predict the reactants needed to synthesize it. (4) The reactants are: [OH:1][CH:2]1[CH2:5][NH:4][CH2:3]1.[CH:6]1([NH:9][C:10]([C:12]2[CH:13]=[CH:14][C:15]([CH3:31])=[C:16]([NH:18][C:19](=[O:30])[C:20]3[CH:25]=[C:24](F)[CH:23]=[CH:22][C:21]=3[N+:27]([O-:29])=[O:28])[CH:17]=2)=[O:11])[CH2:8][CH2:7]1. Given the product [CH:6]1([NH:9][C:10]([C:12]2[CH:13]=[CH:14][C:15]([CH3:31])=[C:16]([NH:18][C:19](=[O:30])[C:20]3[CH:25]=[C:24]([N:4]4[CH2:5][CH:2]([OH:1])[CH2:3]4)[CH:23]=[CH:22][C:21]=3[N+:27]([O-:29])=[O:28])[CH:17]=2)=[O:11])[CH2:8][CH2:7]1, predict the reactants needed to synthesize it. (5) Given the product [CH2:1]([N:5]1[C:13]2[C:12](=[O:14])[N:11]([CH2:34][C:33]3[CH:36]=[CH:37][CH:38]=[C:31]([C:29]#[N:30])[CH:32]=3)[C:10]([Cl:15])=[N:9][C:8]=2[N:7]=[C:6]1[N:16]1[CH2:21][CH2:20][N:19]([C:22]([O:24][C:25]([CH3:28])([CH3:27])[CH3:26])=[O:23])[CH2:18][CH2:17]1)[C:2]#[C:3][CH3:4], predict the reactants needed to synthesize it. The reactants are: [CH2:1]([N:5]1[C:13]2[C:12](=[O:14])[NH:11][C:10]([Cl:15])=[N:9][C:8]=2[N:7]=[C:6]1[N:16]1[CH2:21][CH2:20][N:19]([C:22]([O:24][C:25]([CH3:28])([CH3:27])[CH3:26])=[O:23])[CH2:18][CH2:17]1)[C:2]#[C:3][CH3:4].[C:29]([C:31]1[CH:32]=[C:33]([CH:36]=[CH:37][CH:38]=1)[CH2:34]Br)#[N:30].C(=O)([O-])[O-].[K+].[K+].[Cl-].[NH4+]. (6) Given the product [Cl:1][C:2]1[CH:3]=[CH:4][C:5]([C:34]#[CH:35])=[C:6]([C:8]2[CH:13]=[CH:12][C:11]([C:14]3[CH:19]=[C:18]([Cl:20])[CH:17]=[CH:16][C:15]=3[C:23]#[CH:24])=[CH:10][CH:9]=2)[CH:7]=1, predict the reactants needed to synthesize it. The reactants are: [Cl:1][C:2]1[CH:3]=[CH:4][C:5](I)=[C:6]([C:8]2[CH:13]=[CH:12][C:11]([C:14]3[CH:19]=[C:18]([Cl:20])[CH:17]=[CH:16][C:15]=3I)=[CH:10][CH:9]=2)[CH:7]=1.[CH2:23](N(CC)CC)[CH3:24].C[Si]([C:34]#[CH:35])(C)C.C(=O)([O-])[O-].[K+].[K+].